From a dataset of Forward reaction prediction with 1.9M reactions from USPTO patents (1976-2016). Predict the product of the given reaction. The product is: [CH3:18][C:13]1=[N:14][NH:15][C:16](=[O:17])/[C:12]/1=[C:4]1\[NH:5][C:6]2[C:11]([C:2]([S:19][C:20]3[CH:29]=[CH:28][CH:27]=[CH:26][C:21]=3[C:22]([O:24][CH3:25])=[O:23])=[CH:3]\1)=[CH:10][CH:9]=[CH:8][CH:7]=2. Given the reactants Cl[C:2]1[C:11]2[C:6](=[CH:7][CH:8]=[CH:9][CH:10]=2)[NH:5]/[C:4](=[C:12]2/[C:13]([CH3:18])=[N:14][NH:15][C:16]/2=[O:17])/[CH:3]=1.[SH:19][C:20]1[CH:29]=[CH:28][CH:27]=[CH:26][C:21]=1[C:22]([O:24][CH3:25])=[O:23], predict the reaction product.